From a dataset of Full USPTO retrosynthesis dataset with 1.9M reactions from patents (1976-2016). Predict the reactants needed to synthesize the given product. (1) Given the product [CH:25]([C:24]1[CH:23]=[CH:38][C:31]2=[C:32]3[C:37](=[C:28]([NH2:27])[N:29]=[C:30]2[CH:41]=1)[N:36]=[CH:35][CH:34]=[CH:33]3)=[CH2:26], predict the reactants needed to synthesize it. The reactants are: [I-].C[P+](C1C=CC=CC=1)(C1C=CC=CC=1)C1C=CC=CC=1.[Li][CH2:23][CH2:24][CH2:25][CH3:26].[NH2:27][C:28]1[C:37]2[N:36]=[CH:35][CH:34]=[CH:33][C:32]=2[C:31]2[CH:38]=CC(C=O)=[CH:41][C:30]=2[N:29]=1. (2) Given the product [C:15]([O:7][CH:3]1[CH2:4][CH2:5][CH2:6][S:1][CH2:2]1)(=[O:19])[C:16]([CH3:18])=[CH2:17], predict the reactants needed to synthesize it. The reactants are: [S:1]1[CH2:6][CH2:5][CH2:4][CH:3]([OH:7])[CH2:2]1.C(N(CC)CC)C.[C:15](Cl)(=[O:19])[C:16]([CH3:18])=[CH2:17].[OH-].[Na+]. (3) Given the product [Cl:38][C:23]1[C:24]([NH:26][C@@H:27]2[CH2:32][CH2:31][CH2:30][CH2:29][C@H:28]2[NH:33][S:34]([CH3:37])(=[O:36])=[O:35])=[N:25][C:20]([NH:16][C:13]2[CH:14]=[CH:15][C:8]3[CH2:7][CH2:6][CH:5]([NH:4][CH2:3][C:2]([F:17])([F:18])[F:1])[CH2:11][CH2:10][C:9]=3[CH:12]=2)=[N:21][CH:22]=1, predict the reactants needed to synthesize it. The reactants are: [F:1][C:2]([F:18])([F:17])[CH2:3][NH:4][CH:5]1[CH2:11][CH2:10][C:9]2[CH:12]=[C:13]([NH2:16])[CH:14]=[CH:15][C:8]=2[CH2:7][CH2:6]1.Cl[C:20]1[N:25]=[C:24]([NH:26][C@@H:27]2[CH2:32][CH2:31][CH2:30][CH2:29][C@H:28]2[NH:33][S:34]([CH3:37])(=[O:36])=[O:35])[C:23]([Cl:38])=[CH:22][N:21]=1.